This data is from Peptide-MHC class II binding affinity with 134,281 pairs from IEDB. The task is: Regression. Given a peptide amino acid sequence and an MHC pseudo amino acid sequence, predict their binding affinity value. This is MHC class II binding data. (1) The peptide sequence is EQARKFEEPIWSDFG. The MHC is DRB1_0401 with pseudo-sequence DRB1_0401. The binding affinity (normalized) is 0.503. (2) The peptide sequence is NPDILRVYANLGERV. The MHC is DRB1_1101 with pseudo-sequence DRB1_1101. The binding affinity (normalized) is 0.364. (3) The peptide sequence is QRAAEPWRDDQRSRS. The MHC is DRB1_0901 with pseudo-sequence DRB1_0901. The binding affinity (normalized) is 0.212.